Dataset: NCI-60 drug combinations with 297,098 pairs across 59 cell lines. Task: Regression. Given two drug SMILES strings and cell line genomic features, predict the synergy score measuring deviation from expected non-interaction effect. (1) Drug 1: CC1=C2C(C(=O)C3(C(CC4C(C3C(C(C2(C)C)(CC1OC(=O)C(C(C5=CC=CC=C5)NC(=O)C6=CC=CC=C6)O)O)OC(=O)C7=CC=CC=C7)(CO4)OC(=O)C)O)C)OC(=O)C. Drug 2: CC1=C(C(=CC=C1)Cl)NC(=O)C2=CN=C(S2)NC3=CC(=NC(=N3)C)N4CCN(CC4)CCO. Cell line: LOX IMVI. Synergy scores: CSS=7.28, Synergy_ZIP=7.74, Synergy_Bliss=8.33, Synergy_Loewe=9.70, Synergy_HSA=8.14. (2) Drug 1: C(CN)CNCCSP(=O)(O)O. Drug 2: CCC1(C2=C(COC1=O)C(=O)N3CC4=CC5=C(C=CC(=C5CN(C)C)O)N=C4C3=C2)O.Cl. Cell line: CCRF-CEM. Synergy scores: CSS=52.6, Synergy_ZIP=2.03, Synergy_Bliss=2.04, Synergy_Loewe=-34.5, Synergy_HSA=1.97. (3) Drug 1: CC12CCC3C(C1CCC2O)C(CC4=C3C=CC(=C4)O)CCCCCCCCCS(=O)CCCC(C(F)(F)F)(F)F. Drug 2: COCCOC1=C(C=C2C(=C1)C(=NC=N2)NC3=CC=CC(=C3)C#C)OCCOC.Cl. Cell line: CCRF-CEM. Synergy scores: CSS=-6.23, Synergy_ZIP=3.30, Synergy_Bliss=2.35, Synergy_Loewe=-2.95, Synergy_HSA=-3.33. (4) Drug 1: CNC(=O)C1=CC=CC=C1SC2=CC3=C(C=C2)C(=NN3)C=CC4=CC=CC=N4. Drug 2: CC1=C(C(=O)C2=C(C1=O)N3CC4C(C3(C2COC(=O)N)OC)N4)N. Cell line: HOP-62. Synergy scores: CSS=37.2, Synergy_ZIP=0.0997, Synergy_Bliss=-2.44, Synergy_Loewe=-29.2, Synergy_HSA=-4.00. (5) Drug 1: CS(=O)(=O)OCCCCOS(=O)(=O)C. Drug 2: CC1C(C(CC(O1)OC2CC(CC3=C2C(=C4C(=C3O)C(=O)C5=CC=CC=C5C4=O)O)(C(=O)C)O)N)O. Cell line: SK-MEL-5. Synergy scores: CSS=55.0, Synergy_ZIP=-0.553, Synergy_Bliss=0.737, Synergy_Loewe=-36.7, Synergy_HSA=1.85.